This data is from NCI-60 drug combinations with 297,098 pairs across 59 cell lines. The task is: Regression. Given two drug SMILES strings and cell line genomic features, predict the synergy score measuring deviation from expected non-interaction effect. Drug 1: CCC(=C(C1=CC=CC=C1)C2=CC=C(C=C2)OCCN(C)C)C3=CC=CC=C3.C(C(=O)O)C(CC(=O)O)(C(=O)O)O. Drug 2: CN1C2=C(C=C(C=C2)N(CCCl)CCCl)N=C1CCCC(=O)O.Cl. Cell line: ACHN. Synergy scores: CSS=1.36, Synergy_ZIP=4.41, Synergy_Bliss=9.28, Synergy_Loewe=1.30, Synergy_HSA=2.44.